From a dataset of Catalyst prediction with 721,799 reactions and 888 catalyst types from USPTO. Predict which catalyst facilitates the given reaction. (1) Reactant: Cl[C:2]1[CH:7]=[CH:6][CH:5]=[C:4]([Cl:8])[N:3]=1.[CH:9]1([CH2:12][NH2:13])[CH2:11][CH2:10]1.CC(P(C(C)(C)C)C1C(C2C=CC=CC=2)=CC=CC=1)(C)C.CC(C)([O-])C.[Na+]. Product: [Cl:8][C:4]1[N:3]=[C:2]([NH:13][CH2:12][CH:9]2[CH2:11][CH2:10]2)[CH:7]=[CH:6][CH:5]=1. The catalyst class is: 164. (2) Reactant: C1(C)C=CC(S(O)(=O)=O)=CC=1.[CH2:12]([O:19][C:20](=[O:34])[C@H:21]([CH2:23][C:24]([O:26][CH2:27][C:28]1[CH:33]=[CH:32][CH:31]=[CH:30][CH:29]=1)=[O:25])[NH2:22])[C:13]1[CH:18]=[CH:17][CH:16]=[CH:15][CH:14]=1.O=[CH:36][CH2:37][NH:38][C:39](=[O:45])[O:40][C:41]([CH3:44])([CH3:43])[CH3:42].C(O[BH-](OC(=O)C)OC(=O)C)(=O)C.[Na+]. Product: [C:41]([O:40][C:39]([NH:38][CH2:37][CH2:36][NH:22][C@H:21]([CH2:23][C:24]([O:26][CH2:27][C:28]1[CH:29]=[CH:30][CH:31]=[CH:32][CH:33]=1)=[O:25])[C:20]([O:19][CH2:12][C:13]1[CH:14]=[CH:15][CH:16]=[CH:17][CH:18]=1)=[O:34])=[O:45])([CH3:44])([CH3:43])[CH3:42]. The catalyst class is: 2. (3) Reactant: C(OC(=O)[NH:7][C:8]1[CH:13]=[C:12]([N:14]([CH3:18])[CH2:15][CH2:16][CH3:17])[C:11]([CH3:19])=[CH:10][C:9]=1[NH:20][C:21](=[O:37])[CH2:22][C:23]([C:25]1[CH:30]=[CH:29][CH:28]=[C:27]([C:31]2[O:35][N:34]=[C:33]([CH3:36])[CH:32]=2)[CH:26]=1)=O)(C)(C)C.C(O)(C(F)(F)F)=O. Product: [CH3:19][C:11]1[C:12]([N:14]([CH3:18])[CH2:15][CH2:16][CH3:17])=[CH:13][C:8]2[N:7]=[C:23]([C:25]3[CH:30]=[CH:29][CH:28]=[C:27]([C:31]4[O:35][N:34]=[C:33]([CH3:36])[CH:32]=4)[CH:26]=3)[CH2:22][C:21](=[O:37])[NH:20][C:9]=2[CH:10]=1. The catalyst class is: 2. (4) Reactant: [N:1]([CH2:4][CH2:5][O:6][CH:7]([C:21]1[CH:26]=[CH:25][CH:24]=[C:23]([Cl:27])[C:22]=1[F:28])[C@@H:8]1[CH2:13][CH2:12][CH2:11][N:10]([C:14]([O:16][C:17]([CH3:20])([CH3:19])[CH3:18])=[O:15])[CH2:9]1)=[N+]=[N-]. Product: [NH2:1][CH2:4][CH2:5][O:6][CH:7]([C:21]1[CH:26]=[CH:25][CH:24]=[C:23]([Cl:27])[C:22]=1[F:28])[C@@H:8]1[CH2:13][CH2:12][CH2:11][N:10]([C:14]([O:16][C:17]([CH3:20])([CH3:19])[CH3:18])=[O:15])[CH2:9]1. The catalyst class is: 99. (5) The catalyst class is: 33. Product: [NH2:23][C:5]1[CH:4]=[C:3]([O:2][CH3:1])[CH:8]=[CH:7][C:6]=1[S:9]([NH:12][C:13]1[CH:14]=[CH:15][CH:16]=[C:17]2[C:22]=1[N:21]=[CH:20][CH:19]=[CH:18]2)(=[O:11])=[O:10]. Reactant: [CH3:1][O:2][C:3]1[CH:8]=[CH:7][C:6]([S:9]([NH:12][C:13]2[CH:14]=[CH:15][CH:16]=[C:17]3[C:22]=2[N:21]=[CH:20][CH:19]=[CH:18]3)(=[O:11])=[O:10])=[C:5]([N+:23]([O-])=O)[CH:4]=1.[Sn](Cl)Cl.